From a dataset of Reaction yield outcomes from USPTO patents with 853,638 reactions. Predict the reaction yield, written as a fraction of the theoretical maximum amount of product (1.0 means a 100% yield; for example, 0.34 means a 34% yield). The reactants are [CH2:1]([C:8]1[NH:22][C:11]2[N:12]=[N:13][C:14]([CH2:16][CH2:17][CH2:18][CH2:19][C:20]#[N:21])=[CH:15][C:10]=2[CH:9]=1)[C:2]1[CH:7]=[CH:6][CH:5]=[CH:4][CH:3]=1.[NH:23]([C:25](=[S:27])[NH2:26])N. The catalyst is C(O)(C(F)(F)F)=O. The product is [CH2:1]([C:8]1[NH:22][C:11]2[N:12]=[N:13][C:14]([CH2:16][CH2:17][CH2:18][CH2:19][C:20]3[S:27][C:25]([NH2:26])=[N:23][N:21]=3)=[CH:15][C:10]=2[CH:9]=1)[C:2]1[CH:3]=[CH:4][CH:5]=[CH:6][CH:7]=1. The yield is 0.540.